This data is from Peptide-MHC class I binding affinity with 185,985 pairs from IEDB/IMGT. The task is: Regression. Given a peptide amino acid sequence and an MHC pseudo amino acid sequence, predict their binding affinity value. This is MHC class I binding data. (1) The peptide sequence is LERTSKASLER. The MHC is HLA-A02:01 with pseudo-sequence HLA-A02:01. The binding affinity (normalized) is 0. (2) The MHC is HLA-A11:01 with pseudo-sequence HLA-A11:01. The binding affinity (normalized) is 0.695. The peptide sequence is AILQSSMTR. (3) The peptide sequence is RIKIAPGIA. The MHC is HLA-A02:03 with pseudo-sequence HLA-A02:03. The binding affinity (normalized) is 0.518. (4) The peptide sequence is KSINKVYGK. The MHC is HLA-B35:03 with pseudo-sequence HLA-B35:03. The binding affinity (normalized) is 0.